Dataset: Reaction yield outcomes from USPTO patents with 853,638 reactions. Task: Predict the reaction yield, written as a fraction of the theoretical maximum amount of product (1.0 means a 100% yield; for example, 0.34 means a 34% yield). (1) The yield is 0.920. The product is [NH:15]([C:2]1[CH:11]=[C:10]([CH:12]([CH3:14])[CH3:13])[C:9]2[C:4](=[N:5][CH:6]=[CH:7][CH:8]=2)[N:3]=1)[NH2:16]. The reactants are Cl[C:2]1[CH:11]=[C:10]([CH:12]([CH3:14])[CH3:13])[C:9]2[C:4](=[N:5][CH:6]=[CH:7][CH:8]=2)[N:3]=1.[NH2:15][NH2:16]. No catalyst specified. (2) The reactants are [Cl:1][C:2]1[CH:9]=[C:6]([CH:7]=O)[C:5]([OH:10])=[CH:4][CH:3]=1.[F:11][C:12]([F:25])([F:24])[C:13]1[CH:14]=[C:15]([CH:17]=[C:18]([C:20]([F:23])([F:22])[F:21])[CH:19]=1)[NH2:16]. No catalyst specified. The product is [Cl:1][C:2]1[CH:3]=[CH:4][C:5]([OH:10])=[C:6]([CH:7]=[N:16][C:15]2[CH:17]=[C:18]([C:20]([F:21])([F:22])[F:23])[CH:19]=[C:13]([C:12]([F:11])([F:24])[F:25])[CH:14]=2)[CH:9]=1. The yield is 0.766.